Dataset: Forward reaction prediction with 1.9M reactions from USPTO patents (1976-2016). Task: Predict the product of the given reaction. Given the reactants [F:1][C:2]1[CH:11]=[CH:10][CH:9]=[CH:8][C:3]=1[C:4]([NH:6][NH2:7])=O.Cl.[CH3:13][NH:14][C:15](=NC)[CH2:16][CH2:17][CH2:18][CH:19]=[CH2:20], predict the reaction product. The product is: [F:1][C:2]1[CH:11]=[CH:10][CH:9]=[CH:8][C:3]=1[C:4]1[N:14]([CH3:13])[C:15]([CH2:16][CH2:17][CH2:18][CH:19]=[CH2:20])=[N:7][N:6]=1.